This data is from Reaction yield outcomes from USPTO patents with 853,638 reactions. The task is: Predict the reaction yield, written as a fraction of the theoretical maximum amount of product (1.0 means a 100% yield; for example, 0.34 means a 34% yield). (1) The reactants are C(OC(N1CC(=C)CC1C1NC(C2C=CC(C3C=CC4C(=CC=C(C5NC(C6CCCN6C(=O)C(NC(OC)=O)C(C)C)=NC=5)C=4)C=3)=CC=2)=CN=1)=O)(C)(C)C.[C:56]([O:60][C:61]([N:63]1[CH2:67][CH2:66][CH2:65][CH:64]1[C:68]1[NH:69][C:70]([C:73]2[CH:82]=[CH:81][C:80]3[C:75](=[CH:76][CH:77]=[C:78](Br)[CH:79]=3)[CH:74]=2)=[CH:71][N:72]=1)=[O:62])([CH3:59])([CH3:58])[CH3:57].[CH3:84][O:85][C:86](=[O:121])[NH:87][CH:88]([C:92]([N:94]1[CH:99]([C:100]2[NH:101][C:102]([C:105]3[CH:110]=[CH:109][C:108](B4OC(C)(C)C(C)(C)O4)=[CH:107][CH:106]=3)=[CH:103][N:104]=2)[CH:98]2[CH2:120][CH:95]1[CH2:96][CH2:97]2)=[O:93])[CH:89]([CH3:91])[CH3:90]. No catalyst specified. The product is [C:56]([O:60][C:61]([N:63]1[CH2:67][CH2:66][CH2:65][CH:64]1[C:68]1[NH:69][C:70]([C:73]2[CH:82]=[CH:81][C:80]3[C:75](=[CH:76][CH:77]=[C:78]([C:108]4[CH:107]=[CH:106][C:105]([C:102]5[NH:101][C:100]([CH:99]6[CH:98]7[CH2:120][CH:95]([CH2:96][CH2:97]7)[N:94]6[C:92](=[O:93])[CH:88]([NH:87][C:86]([O:85][CH3:84])=[O:121])[CH:89]([CH3:91])[CH3:90])=[N:104][CH:103]=5)=[CH:110][CH:109]=4)[CH:79]=3)[CH:74]=2)=[CH:71][N:72]=1)=[O:62])([CH3:59])([CH3:58])[CH3:57]. The yield is 0.730. (2) The reactants are [H-].[Na+].[OH:3][CH:4]([CH3:20])[CH2:5][C:6]1[CH:11]=[CH:10][N:9]=[C:8]([NH:12][C:13](=[O:19])[O:14][C:15]([CH3:18])([CH3:17])[CH3:16])[CH:7]=1.F[C:22]1[C:31]2[C:26](=[CH:27][CH:28]=[CH:29][CH:30]=2)[C:25]([N+:32]([O-:34])=[O:33])=[CH:24][CH:23]=1.[NH4+].[Cl-]. The catalyst is CN(C=O)C. The product is [N+:32]([C:25]1[C:26]2[C:31](=[CH:30][CH:29]=[CH:28][CH:27]=2)[C:22]([O:3][CH:4]([CH3:20])[CH2:5][C:6]2[CH:11]=[CH:10][N:9]=[C:8]([NH:12][C:13](=[O:19])[O:14][C:15]([CH3:16])([CH3:18])[CH3:17])[CH:7]=2)=[CH:23][CH:24]=1)([O-:34])=[O:33]. The yield is 0.650. (3) The reactants are [CH3:1][C:2]1([CH3:45])[CH2:13][C:12]2[CH:11]=[C:10]3[N:5]([CH2:6][CH2:7][N:8]([C:15]4[C:20]([CH:21]=[O:22])=[C:19]([C:23]5[CH:28]=[C:27]([NH:29][C:30]6[CH:42]=[C:33]7[CH2:34][N:35]([CH:38]8[CH2:41][O:40][CH2:39]8)[CH2:36][CH2:37][N:32]7[N:31]=6)[C:26](=[O:43])[N:25]([CH3:44])[CH:24]=5)[CH:18]=[CH:17][N:16]=4)[C:9]3=[O:14])[C:4]=2[CH2:3]1.[BH4-].[Na+]. The catalyst is CO. The product is [OH:22][CH2:21][C:20]1[C:15]([N:8]2[CH2:7][CH2:6][N:5]3[C:4]4[CH2:3][C:2]([CH3:1])([CH3:45])[CH2:13][C:12]=4[CH:11]=[C:10]3[C:9]2=[O:14])=[N:16][CH:17]=[CH:18][C:19]=1[C:23]1[CH:28]=[C:27]([NH:29][C:30]2[CH:42]=[C:33]3[CH2:34][N:35]([CH:38]4[CH2:39][O:40][CH2:41]4)[CH2:36][CH2:37][N:32]3[N:31]=2)[C:26](=[O:43])[N:25]([CH3:44])[CH:24]=1. The yield is 0.500. (4) The reactants are [Cl:1][C:2]1[S:3][C:4]2[CH:10]=[CH:9][CH:8]=[CH:7][C:5]=2[N:6]=1.S(=O)(=O)(O)O.[N+:16]([O-])([O-:18])=[O:17].[K+]. No catalyst specified. The product is [Cl:1][C:2]1[S:3][C:4]2[CH:10]=[C:9]([N+:16]([O-:18])=[O:17])[CH:8]=[CH:7][C:5]=2[N:6]=1. The yield is 0.870.